Dataset: Full USPTO retrosynthesis dataset with 1.9M reactions from patents (1976-2016). Task: Predict the reactants needed to synthesize the given product. (1) Given the product [CH3:1][O:2][C:3](=[O:12])[C:4]1[CH:9]=[CH:8][C:7]([Br:10])=[CH:6][C:5]=1[CH2:11][Br:13], predict the reactants needed to synthesize it. The reactants are: [CH3:1][O:2][C:3](=[O:12])[C:4]1[CH:9]=[CH:8][C:7]([Br:10])=[CH:6][C:5]=1[CH3:11].[Br:13]N1C(=O)CCC1=O.C(OOC(=O)C1C=CC=CC=1)(=O)C1C=CC=CC=1. (2) Given the product [Br:40][CH2:12][CH2:11][CH2:10][CH2:9][CH2:8][CH2:7][CH:1]1[CH2:6][CH2:5][CH2:4][CH2:3][CH2:2]1, predict the reactants needed to synthesize it. The reactants are: [CH:1]1([CH2:7][CH2:8][CH2:9][CH2:10][CH2:11][CH2:12]O)[CH2:6][CH2:5][CH2:4][CH2:3][CH2:2]1.C1(P(C2C=CC=CC=2)C2C=CC=CC=2)C=CC=CC=1.C1C(=O)N([Br:40])C(=O)C1. (3) Given the product [C:1]([C:4]1[CH:5]=[C:6]2[C:11](=[O:12])[N:15]([C:16]3[CH:21]=[CH:20][CH:19]=[CH:18][CH:17]=3)[C:8](=[O:10])[C:7]2=[CH:13][CH:14]=1)([OH:3])=[O:2], predict the reactants needed to synthesize it. The reactants are: [C:1]([C:4]1[CH:5]=[C:6]2[C:11](=[O:12])[O:10][C:8](=O)[C:7]2=[CH:13][CH:14]=1)([OH:3])=[O:2].[NH2:15][C:16]1[CH:21]=[CH:20][CH:19]=[CH:18][CH:17]=1. (4) Given the product [CH3:21][O:20][C:15]1[CH:16]=[CH:17][CH:18]=[CH:19][C:14]=1[CH2:13][NH:12][C:7]1[CH:6]=[C:5]([C:22]2[CH:27]=[CH:26][CH:25]=[CH:24][CH:23]=2)[C:4]2[C:9](=[CH:10][CH:11]=[C:2]([NH:35][CH2:34][C:30]3[CH:29]=[N:28][CH:33]=[CH:32][CH:31]=3)[CH:3]=2)[N:8]=1, predict the reactants needed to synthesize it. The reactants are: Cl[C:2]1[CH:3]=[C:4]2[C:9](=[CH:10][CH:11]=1)[N:8]=[C:7]([NH:12][CH2:13][C:14]1[CH:19]=[CH:18][CH:17]=[CH:16][C:15]=1[O:20][CH3:21])[CH:6]=[C:5]2[C:22]1[CH:27]=[CH:26][CH:25]=[CH:24][CH:23]=1.[N:28]1[CH:33]=[CH:32][CH:31]=[C:30]([CH2:34][NH2:35])[CH:29]=1. (5) Given the product [F:1][C:2]1[C:7]([F:8])=[CH:6][CH:5]=[CH:4][C:3]=1[C:9]1[N:35]=[C:12]2[CH:13]=[N:14][N:15]([CH2:17][C:18]3[N:23]=[N:22][C:21]([C:24]4[CH:29]=[CH:28][C:27]([O:30][S:43]([C:46]([F:49])([F:48])[F:47])(=[O:45])=[O:44])=[CH:26][C:25]=4[C:31]([F:33])([F:34])[F:32])=[CH:20][CH:19]=3)[CH:16]=[C:11]2[N:10]=1, predict the reactants needed to synthesize it. The reactants are: [F:1][C:2]1[C:7]([F:8])=[CH:6][CH:5]=[CH:4][C:3]=1[C:9]1[N:35]=[C:12]2[CH:13]=[N:14][N:15]([CH2:17][C:18]3[N:23]=[N:22][C:21]([C:24]4[CH:29]=[CH:28][C:27]([OH:30])=[CH:26][C:25]=4[C:31]([F:34])([F:33])[F:32])=[CH:20][CH:19]=3)[CH:16]=[C:11]2[N:10]=1.C1C=CC(N[S:43]([C:46]([F:49])([F:48])[F:47])(=[O:45])=[O:44])=CC=1.CN(C=O)C.CCN(C(C)C)C(C)C. (6) The reactants are: [Cl:1][C:2]1[CH:11]=[CH:10][C:9]([NH:12][C:13]([C:15]2[N:19]([CH3:20])[N:18]=[C:17]([C:21]([F:27])([F:26])[C:22]([F:25])([F:24])[F:23])[C:16]=2[C:28]([F:31])([F:30])[F:29])=[O:14])=[CH:8][C:3]=1[C:4]([O:6]C)=[O:5].CN1C(C(N(C(C2N(C)N=C(C(F)(F)C(F)(F)F)C=2C(F)(F)F)=O)C2C=CC(Cl)=C(C=2)C(OC)=O)=O)=C(C(F)(F)F)C(C(F)(F)C(F)(F)F)=N1. Given the product [Cl:1][C:2]1[CH:11]=[CH:10][C:9]([NH:12][C:13]([C:15]2[N:19]([CH3:20])[N:18]=[C:17]([C:21]([F:26])([F:27])[C:22]([F:25])([F:24])[F:23])[C:16]=2[C:28]([F:31])([F:29])[F:30])=[O:14])=[CH:8][C:3]=1[C:4]([OH:6])=[O:5], predict the reactants needed to synthesize it. (7) The reactants are: [Br-].[Br:2][C:3]1[CH:28]=[CH:27][C:6]([CH2:7][P+](C2C=CC=CC=2)(C2C=CC=CC=2)C2C=CC=CC=2)=[CH:5][CH:4]=1.[H-].[Na+].[Cl:31][C:32]1[CH:39]=[CH:38][C:35]([CH:36]=O)=[CH:34][CH:33]=1.O. Given the product [Br:2][C:3]1[CH:4]=[CH:5][C:6]([CH:7]=[CH:36][C:35]2[CH:38]=[CH:39][C:32]([Cl:31])=[CH:33][CH:34]=2)=[CH:27][CH:28]=1, predict the reactants needed to synthesize it.